Dataset: Catalyst prediction with 721,799 reactions and 888 catalyst types from USPTO. Task: Predict which catalyst facilitates the given reaction. Reactant: [H-].[Na+].[C:3]([CH2:5][C:6]([O:8][C:9]([CH3:12])([CH3:11])[CH3:10])=[O:7])#[N:4].Br[CH2:14][CH2:15][O:16][CH2:17][CH2:18]Br. Product: [C:3]([C:5]1([C:6]([O:8][C:9]([CH3:12])([CH3:11])[CH3:10])=[O:7])[CH2:18][CH2:17][O:16][CH2:15][CH2:14]1)#[N:4]. The catalyst class is: 3.